From a dataset of NCI-60 drug combinations with 297,098 pairs across 59 cell lines. Regression. Given two drug SMILES strings and cell line genomic features, predict the synergy score measuring deviation from expected non-interaction effect. (1) Drug 1: CCC1(CC2CC(C3=C(CCN(C2)C1)C4=CC=CC=C4N3)(C5=C(C=C6C(=C5)C78CCN9C7C(C=CC9)(C(C(C8N6C)(C(=O)OC)O)OC(=O)C)CC)OC)C(=O)OC)O. Synergy scores: CSS=47.6, Synergy_ZIP=-3.41, Synergy_Bliss=-7.20, Synergy_Loewe=-7.27, Synergy_HSA=-5.19. Cell line: HT29. Drug 2: C1CC(C1)(C2=CC=C(C=C2)C3=C(C=C4C(=N3)C=CN5C4=NNC5=O)C6=CC=CC=C6)N. (2) Drug 1: COC1=NC(=NC2=C1N=CN2C3C(C(C(O3)CO)O)O)N. Drug 2: CC1CCC2CC(C(=CC=CC=CC(CC(C(=O)C(C(C(=CC(C(=O)CC(OC(=O)C3CCCCN3C(=O)C(=O)C1(O2)O)C(C)CC4CCC(C(C4)OC)OCCO)C)C)O)OC)C)C)C)OC. Cell line: NCI-H460. Synergy scores: CSS=7.89, Synergy_ZIP=-1.50, Synergy_Bliss=-1.51, Synergy_Loewe=-19.7, Synergy_HSA=-6.46.